From a dataset of Reaction yield outcomes from USPTO patents with 853,638 reactions. Predict the reaction yield, written as a fraction of the theoretical maximum amount of product (1.0 means a 100% yield; for example, 0.34 means a 34% yield). (1) The reactants are [NH:1]1[CH2:5][CH2:4][C@H:3](/[CH:6]=[CH:7]/[C:8]2[CH:9]=[N:10][CH:11]=[C:12]([O:14][CH:15]3[CH2:20][CH2:19][O:18][CH2:17][CH2:16]3)[CH:13]=2)[CH2:2]1.[C:21]1([CH3:48])[CH:26]=[CH:25][C:24]([C:27]([C@:29]([C:45]([OH:47])=[O:46])([OH:44])[C@:30]([C:35]([C:37]2[CH:42]=[CH:41][C:40]([CH3:43])=[CH:39][CH:38]=2)=[O:36])([OH:34])[C:31]([OH:33])=[O:32])=[O:28])=[CH:23][CH:22]=1. The catalyst is C(O)C. The product is [C:21]1([CH3:48])[CH:26]=[CH:25][C:24]([C:27]([C@:29]([C:45]([OH:47])=[O:46])([OH:44])[C@:30]([C:35]([C:37]2[CH:38]=[CH:39][C:40]([CH3:43])=[CH:41][CH:42]=2)=[O:36])([OH:34])[C:31]([OH:33])=[O:32])=[O:28])=[CH:23][CH:22]=1.[NH:1]1[CH2:5][CH2:4][C@H:3](/[CH:6]=[CH:7]/[C:8]2[CH:9]=[N:10][CH:11]=[C:12]([O:14][CH:15]3[CH2:20][CH2:19][O:18][CH2:17][CH2:16]3)[CH:13]=2)[CH2:2]1. The yield is 0.720. (2) The reactants are [O-:1][P:2]([O:5][P:6]([O-:9])([O-:8])=[O:7])(=[O:4])[O-:3].[K+:10].[K+].[K+].[K+].[O-]P(OP([O-])([O-])=O)(=O)[O-].[Na+:23].[Na+].[Na+].[Na+]. The catalyst is O. The product is [O-:3][P:2]([O:5][P:6]([OH:9])([OH:8])=[O:7])(=[O:1])[O-:4].[K+:10].[Na+:23]. The yield is 0.938. (3) The reactants are [H-].C([Al+]CC(C)C)C(C)C.[Cl:11][C:12]1[CH:23]=[CH:22][C:15]([C:16](N(OC)C)=[O:17])=[C:14]([N:24]([S:28]([C:31]2[CH:36]=[CH:35][C:34]([Cl:37])=[C:33]([C:38]([F:41])([F:40])[F:39])[CH:32]=2)(=[O:30])=[O:29])[CH2:25][O:26][CH3:27])[CH:13]=1.C([O-])(=O)C(C(C([O-])=O)O)O.[K+].[Na+]. The catalyst is C1COCC1. The product is [Cl:37][C:34]1[CH:35]=[CH:36][C:31]([S:28]([N:24]([C:14]2[CH:13]=[C:12]([Cl:11])[CH:23]=[CH:22][C:15]=2[CH:16]=[O:17])[CH2:25][O:26][CH3:27])(=[O:29])=[O:30])=[CH:32][C:33]=1[C:38]([F:40])([F:41])[F:39]. The yield is 0.620. (4) The reactants are FC(F)(F)C(O)=O.C(OC([NH:15][C:16]1[CH:21]=[CH:20][C:19]([CH2:22][CH2:23][C:24]([CH3:34])([S:30]([CH3:33])(=[O:32])=[O:31])[C:25]([O:27][CH2:28][CH3:29])=[O:26])=[CH:18][CH:17]=1)=O)(C)(C)C. The yield is 0.726. The product is [NH2:15][C:16]1[CH:17]=[CH:18][C:19]([CH2:22][CH2:23][C:24]([CH3:34])([S:30]([CH3:33])(=[O:32])=[O:31])[C:25]([O:27][CH2:28][CH3:29])=[O:26])=[CH:20][CH:21]=1. No catalyst specified. (5) The reactants are I.[NH2:2][C:3]1[C:4]([C:11]([NH:13][C:14](=[NH:17])SC)=[O:12])=[N:5][C:6]([Cl:10])=[C:7]([NH2:9])[N:8]=1.[NH2:18][CH2:19][CH2:20][CH2:21][CH2:22][C:23]1[CH:39]=[CH:38][C:26]([O:27][CH2:28][C:29]([NH:31][CH2:32][CH2:33][CH2:34][N:35]([CH3:37])[CH3:36])=[O:30])=[CH:25][CH:24]=1.CCN(C(C)C)C(C)C. The catalyst is C(O)C. The product is [NH2:2][C:3]1[C:4]([C:11]([N:13]=[C:14]([NH2:17])[NH:18][CH2:19][CH2:20][CH2:21][CH2:22][C:23]2[CH:39]=[CH:38][C:26]([O:27][CH2:28][C:29]([NH:31][CH2:32][CH2:33][CH2:34][N:35]([CH3:37])[CH3:36])=[O:30])=[CH:25][CH:24]=2)=[O:12])=[N:5][C:6]([Cl:10])=[C:7]([NH2:9])[N:8]=1. The yield is 0.560. (6) The reactants are [N+:1]([C:4]1[CH:9]=[CH:8][C:7]([N:10]2[CH2:13][CH2:12][CH2:11]2)=[CH:6][CH:5]=1)([O-])=O. The catalyst is CCO.[Pd]. The product is [N:10]1([C:7]2[CH:6]=[CH:5][C:4]([NH2:1])=[CH:9][CH:8]=2)[CH2:11][CH2:12][CH2:13]1. The yield is 0.990. (7) The reactants are [OH-:1].[K+].[CH3:3][C:4]([N:23]1[CH2:27][CH2:26][C@H:25]([O:28][C:29]2[CH:34]=[CH:33][CH:32]=[CH:31][CH:30]=2)[CH2:24]1)([CH3:22])[CH2:5][CH2:6][C:7]([C:16]1[CH:21]=[CH:20][CH:19]=[CH:18][CH:17]=1)([C:10]1[CH:15]=[CH:14][CH:13]=[CH:12][CH:11]=1)[C:8]#[N:9]. The catalyst is CC(O)(CC)CC. The product is [CH3:22][C:4]([N:23]1[CH2:27][CH2:26][C@H:25]([O:28][C:29]2[CH:34]=[CH:33][CH:32]=[CH:31][CH:30]=2)[CH2:24]1)([CH3:3])[CH2:5][CH2:6][C:7]([C:16]1[CH:17]=[CH:18][CH:19]=[CH:20][CH:21]=1)([C:10]1[CH:11]=[CH:12][CH:13]=[CH:14][CH:15]=1)[C:8]([NH2:9])=[O:1]. The yield is 0.820.